This data is from Reaction yield outcomes from USPTO patents with 853,638 reactions. The task is: Predict the reaction yield, written as a fraction of the theoretical maximum amount of product (1.0 means a 100% yield; for example, 0.34 means a 34% yield). The reactants are [CH:1]([C:4]1[N:5]=[C:6]([C:9]2[CH:18]=[C:17]([O:19][CH2:20][CH2:21][C@@H:22]3[NH:36][C:35](=[O:37])[N:34]([CH3:38])[CH2:33][CH2:32][CH2:31][CH2:30][CH:29]=[CH:28][C@H:27]4[C@@:25]([C:39](O)=[O:40])([CH2:26]4)[NH:24][C:23]3=[O:42])[C:16]3[C:11](=[C:12]([Cl:45])[C:13]([O:43][CH3:44])=[CH:14][CH:15]=3)[N:10]=2)[S:7][CH:8]=1)([CH3:3])[CH3:2].[CH:46]1([CH2:49][C:50]2([S:53]([NH-:56])(=[O:55])=[O:54])[CH2:52][CH2:51]2)[CH2:48][CH2:47]1. No catalyst specified. The product is [CH:1]([C:4]1[N:5]=[C:6]([C:9]2[CH:18]=[C:17]([O:19][CH2:20][CH2:21][C@@H:22]3[NH:36][C:35](=[O:37])[N:34]([CH3:38])[CH2:33][CH2:32][CH2:31][CH2:30][CH:29]=[CH:28][C@H:27]4[C@@:25]([C:39]([NH:56][S:53]([C:50]5([CH2:49][CH:46]6[CH2:47][CH2:48]6)[CH2:51][CH2:52]5)(=[O:54])=[O:55])=[O:40])([CH2:26]4)[NH:24][C:23]3=[O:42])[C:16]3[C:11](=[C:12]([Cl:45])[C:13]([O:43][CH3:44])=[CH:14][CH:15]=3)[N:10]=2)[S:7][CH:8]=1)([CH3:3])[CH3:2]. The yield is 0.0600.